From a dataset of Peptide-MHC class I binding affinity with 185,985 pairs from IEDB/IMGT. Regression. Given a peptide amino acid sequence and an MHC pseudo amino acid sequence, predict their binding affinity value. This is MHC class I binding data. (1) The peptide sequence is DSYRYLPL. The MHC is H-2-Db with pseudo-sequence H-2-Db. The binding affinity (normalized) is 0.301. (2) The peptide sequence is RRVSGCVSV. The MHC is HLA-A02:01 with pseudo-sequence HLA-A02:01. The binding affinity (normalized) is 0.0847. (3) The peptide sequence is QSAANMYIY. The MHC is SLA-10401 with pseudo-sequence SLA-10401. The binding affinity (normalized) is 0.0847. (4) The peptide sequence is LTLFVEECLR. The MHC is HLA-A33:01 with pseudo-sequence HLA-A33:01. The binding affinity (normalized) is 0.620. (5) The peptide sequence is KTTIKFHPW. The MHC is HLA-B27:05 with pseudo-sequence HLA-B27:05. The binding affinity (normalized) is 0.0847.